This data is from Catalyst prediction with 721,799 reactions and 888 catalyst types from USPTO. The task is: Predict which catalyst facilitates the given reaction. (1) Reactant: [CH:1]1([C:7](=[O:32])[CH:8]([C:25]2[CH:30]=[CH:29][CH:28]=[CH:27][C:26]=2[F:31])[CH2:9][CH2:10][N:11]2[CH2:16][CH2:15][N:14]([C:17]3[CH:22]=[CH:21][CH:20]=[CH:19][C:18]=3[O:23][CH3:24])[CH2:13][CH2:12]2)[CH2:6][CH2:5][CH2:4][CH2:3][CH2:2]1.[BH4-].[Na+].O. Product: [CH:1]1([CH:7]([OH:32])[CH:8]([C:25]2[CH:30]=[CH:29][CH:28]=[CH:27][C:26]=2[F:31])[CH2:9][CH2:10][N:11]2[CH2:16][CH2:15][N:14]([C:17]3[CH:22]=[CH:21][CH:20]=[CH:19][C:18]=3[O:23][CH3:24])[CH2:13][CH2:12]2)[CH2:6][CH2:5][CH2:4][CH2:3][CH2:2]1. The catalyst class is: 5. (2) Reactant: CO[C:3](=O)[CH2:4][CH2:5][CH:6]([NH:13][C:14]([O:16]CC1C=CC=CC=1)=O)[C:7]1[CH:12]=[CH:11][CH:10]=[CH:9][CH:8]=1. Product: [C:7]1([CH:6]2[NH:13][C:14](=[O:16])[CH2:3][CH2:4][CH2:5]2)[CH:12]=[CH:11][CH:10]=[CH:9][CH:8]=1. The catalyst class is: 50. (3) Reactant: FC(F)(F)S(O[C:7]1[CH:8]=[C:9]([C:13]2[CH:18]=[CH:17][C:16]([C@@H:19]3[C@@H:22]([CH2:23][CH2:24][C@H:25]([O:33][Si:34]([C:37]([CH3:40])([CH3:39])[CH3:38])([CH3:36])[CH3:35])[C:26]4[CH:31]=[CH:30][C:29]([F:32])=[CH:28][CH:27]=4)[C:21](=[O:41])[N:20]3[C:42]3[CH:47]=[CH:46][CH:45]=[CH:44][CH:43]=3)=[CH:15][CH:14]=2)[CH:10]=[CH:11][CH:12]=1)(=O)=O.[P:50]([O-:55])([O:53][CH3:54])[O:51][CH3:52].C(N(CC)CC)C. Product: [Si:34]([O:33][C@H:25]([C:26]1[CH:31]=[CH:30][C:29]([F:32])=[CH:28][CH:27]=1)[CH2:24][CH2:23][C@H:22]1[C:21](=[O:41])[N:20]([C:42]2[CH:47]=[CH:46][CH:45]=[CH:44][CH:43]=2)[C@@H:19]1[C:16]1[CH:15]=[CH:14][C:13]([C:9]2[CH:8]=[CH:7][CH:12]=[C:11]([P:50](=[O:55])([O:53][CH3:54])[O:51][CH3:52])[CH:10]=2)=[CH:18][CH:17]=1)([C:37]([CH3:40])([CH3:39])[CH3:38])([CH3:36])[CH3:35]. The catalyst class is: 11. (4) Reactant: [C:1]1([CH3:39])[CH:6]=[C:5]([CH3:7])[CH:4]=[C:3]([CH3:8])[C:2]=1[S:9]([NH:12][C@H:13]([C:35]([O:37]C)=[O:36])[CH2:14][O:15][C:16]1[CH:21]=[CH:20][C:19]([C:22]2[CH:27]=[CH:26][CH:25]=[C:24]([NH:28][C:29]([NH:31][CH2:32][CH2:33][CH3:34])=[O:30])[CH:23]=2)=[CH:18][CH:17]=1)(=[O:11])=[O:10].[OH-].[Na+].Cl. Product: [C:1]1([CH3:39])[CH:6]=[C:5]([CH3:7])[CH:4]=[C:3]([CH3:8])[C:2]=1[S:9]([NH:12][C@H:13]([C:35]([OH:37])=[O:36])[CH2:14][O:15][C:16]1[CH:17]=[CH:18][C:19]([C:22]2[CH:27]=[CH:26][CH:25]=[C:24]([NH:28][C:29]([NH:31][CH2:32][CH2:33][CH3:34])=[O:30])[CH:23]=2)=[CH:20][CH:21]=1)(=[O:11])=[O:10]. The catalyst class is: 32. (5) Product: [OH:1][NH:2][C:3]([C:5]1[CH:6]=[CH:7][C:8]([CH2:11][C:12]([OH:14])=[O:13])=[CH:9][CH:10]=1)=[NH:4]. Reactant: [OH:1][NH:2][C:3]([C:5]1[CH:10]=[CH:9][C:8]([CH2:11][C:12]([O:14]C)=[O:13])=[CH:7][CH:6]=1)=[NH:4]. The catalyst class is: 33. (6) Reactant: [Cl:1][C:2]1[CH:3]=[CH:4][C:5]([O:8][CH:9]2[CH2:14][CH2:13][NH:12][CH2:11][CH2:10]2)=[N:6][CH:7]=1.CCN(C(C)C)C(C)C.[O:24]=[C:25]1[NH:29][N:28]=[C:27]([CH2:30][S:31](Cl)(=[O:33])=[O:32])[NH:26]1. Product: [Cl:1][C:2]1[CH:3]=[CH:4][C:5]([O:8][CH:9]2[CH2:14][CH2:13][N:12]([S:31]([CH2:30][C:27]3[NH:26][C:25](=[O:24])[NH:29][N:28]=3)(=[O:33])=[O:32])[CH2:11][CH2:10]2)=[N:6][CH:7]=1. The catalyst class is: 1. (7) Reactant: Cl.[NH:2]1[CH2:7][CH2:6][CH:5]([CH2:8][O:9][C:10]2[CH:15]=[CH:14][C:13]([C:16]3[N:17]=[CH:18][C:19]([C:22]([O:24][CH3:25])=[O:23])=[N:20][CH:21]=3)=[CH:12][CH:11]=2)[CH2:4][CH2:3]1.[CH3:26][C:27]1([CH3:30])[CH2:29][O:28]1.C([O-])([O-])=O.[K+].[K+].O. Product: [OH:28][C:27]([CH3:30])([CH3:29])[CH2:26][N:2]1[CH2:7][CH2:6][CH:5]([CH2:8][O:9][C:10]2[CH:15]=[CH:14][C:13]([C:16]3[N:17]=[CH:18][C:19]([C:22]([O:24][CH3:25])=[O:23])=[N:20][CH:21]=3)=[CH:12][CH:11]=2)[CH2:4][CH2:3]1. The catalyst class is: 8. (8) Reactant: [F:1][C:2]1[CH:3]=[C:4]([O:22][CH3:23])[CH:5]=[C:6]2[C:10]=1[NH:9][C:8]([C:11]1[CH:12]=[N:13][N:14]([CH2:16][CH:17]([CH3:19])[CH3:18])[CH:15]=1)=[C:7]2[CH:20]=O.[CH3:24][NH:25][C:26]([NH:28][C:29]1[CH:30]=[CH:31][C:32]2[O:36][CH2:35][C:34](=[O:37])[C:33]=2[CH:38]=1)=[O:27].C([O-])([O-])=O.[Na+].[Na+]. Product: [F:1][C:2]1[CH:3]=[C:4]([O:22][CH3:23])[CH:5]=[C:6]2[C:10]=1[NH:9][C:8]([C:11]1[CH:12]=[N:13][N:14]([CH2:16][CH:17]([CH3:19])[CH3:18])[CH:15]=1)=[C:7]2/[CH:20]=[C:35]1\[O:36][C:32]2[CH:31]=[CH:30][C:29]([NH:28][C:26]([NH:25][CH3:24])=[O:27])=[CH:38][C:33]=2[C:34]\1=[O:37]. The catalyst class is: 422. (9) Reactant: [Na].[Br-].C(OC(=O)CN1CCN(CC(=O)OC(C)(C)C)CCN(CC(=O)OC(C)(C)C)CCN([CH:38]([CH2:46][CH2:47][C:48]([O:50][CH2:51][C:52]2[CH:57]=[CH:56][CH:55]=[CH:54][CH:53]=2)=[O:49])[C:39]([O:41][C:42]([CH3:45])([CH3:44])[CH3:43])=[O:40])CC1)(C)(C)C.Br.N1(CC(OC(C)(C)C)=O)CCNCCN(CC(OC(C)(C)C)=O)CCN(CC(OC(C)(C)C)=O)CC1.[OH-].[Na+].[Br:98]C(CCC([O-])=O)C(OC(C)(C)C)=O. Product: [Br:98][CH:38]([CH2:46][CH2:47][C:48]([O:50][CH2:51][C:52]1[CH:57]=[CH:56][CH:55]=[CH:54][CH:53]=1)=[O:49])[C:39]([O:41][C:42]([CH3:45])([CH3:44])[CH3:43])=[O:40]. The catalyst class is: 757.